Predict the product of the given reaction. From a dataset of Forward reaction prediction with 1.9M reactions from USPTO patents (1976-2016). (1) The product is: [Cl:1][C:2]1[CH:3]=[CH:4][C:5]([S:8][CH2:9][CH2:10][CH2:11][CH2:12][CH2:13][CH2:14][NH2:27])=[CH:6][CH:7]=1. Given the reactants [Cl:1][C:2]1[CH:7]=[CH:6][C:5]([S:8][CH2:9][CH2:10][CH2:11][CH2:12][CH2:13][CH2:14]C2C=CC=C3C(NC(=O)C=23)=O)=[CH:4][CH:3]=1.O.[NH2:27]N.CCO, predict the reaction product. (2) The product is: [Cl:1][C:2]1[CH:7]=[C:6]([NH:8][C:9]([N:11]2[CH2:15][CH2:14][N:13]([CH:16]3[CH2:21][CH2:20][O:19][CH2:18][CH2:17]3)[C:12]2=[O:22])=[O:10])[C:5]([F:23])=[CH:4][C:3]=1[O:24][C:25]1[CH:30]=[CH:29][N:28]=[C:27]([NH:33][C:32](=[O:39])[O:34][C:35]([CH3:38])([CH3:37])[CH3:36])[CH:26]=1. Given the reactants [Cl:1][C:2]1[C:3]([O:24][C:25]2[CH:30]=[CH:29][N:28]=[C:27](Cl)[CH:26]=2)=[CH:4][C:5]([F:23])=[C:6]([NH:8][C:9]([N:11]2[CH2:15][CH2:14][N:13]([CH:16]3[CH2:21][CH2:20][O:19][CH2:18][CH2:17]3)[C:12]2=[O:22])=[O:10])[CH:7]=1.[C:32](=[O:39])([O:34][C:35]([CH3:38])([CH3:37])[CH3:36])[NH2:33].C([O-])([O-])=O.[Cs+].[Cs+].CC1(C)C2C(=C(P(C3C=CC=CC=3)C3C=CC=CC=3)C=CC=2)OC2C(P(C3C=CC=CC=3)C3C=CC=CC=3)=CC=CC1=2, predict the reaction product. (3) Given the reactants CCN(C(C)C)C(C)C.[F:10][C:11]([F:28])([F:27])[O:12][C:13]1[CH:14]=[CH:15][CH:16]=[C:17]2[C:22]=1[O:21][C:20](=[O:23])[C:19]([C:24]([OH:26])=O)=[CH:18]2.CN(C(ON1N=NC2C=CC=NC1=2)=[N+](C)C)C.F[P-](F)(F)(F)(F)F.[N:53]1[C:62]2[C:57](=[CH:58][CH:59]=[CH:60][CH:61]=2)[CH:56]=[C:55]([C:63]2[CH:64]=[C:65]([NH2:69])[CH:66]=[CH:67][CH:68]=2)[CH:54]=1, predict the reaction product. The product is: [N:53]1[C:62]2[C:57](=[CH:58][CH:59]=[CH:60][CH:61]=2)[CH:56]=[C:55]([C:63]2[CH:64]=[C:65]([NH:69][C:24]([C:19]3[C:20](=[O:23])[O:21][C:22]4[C:17]([CH:18]=3)=[CH:16][CH:15]=[CH:14][C:13]=4[O:12][C:11]([F:10])([F:28])[F:27])=[O:26])[CH:66]=[CH:67][CH:68]=2)[CH:54]=1. (4) The product is: [ClH:44].[NH:15]1[CH2:16][CH2:17][CH2:18][C@@H:13]([C:1]2[N:5]3[C:6]4[CH:12]=[CH:11][NH:10][C:7]=4[N:8]=[CH:9][C:4]3=[N:3][N:2]=2)[CH2:14]1. Given the reactants [C:1]1([C@@H:13]2[CH2:18][CH2:17][CH2:16][N:15](C(OC(C)(C)C)=O)[CH2:14]2)[N:5]2[C:6]3[CH:12]=[CH:11][NH:10][C:7]=3[N:8]=[CH:9][C:4]2=[N:3][N:2]=1.C(OC(N1CCC[C@@H](C(O)=O)C1)=O)(C)(C)C.O=S(Cl)[Cl:44].C([O-])([O-])=O.[Na+].[Na+].Cl, predict the reaction product. (5) Given the reactants [CH:1]1([C:7]2[CH:15]=[CH:14][C:10]([C:11](O)=[O:12])=[CH:9][CH:8]=2)[CH2:6][CH2:5][CH2:4][CH2:3][CH2:2]1.C(Cl)(=O)OCC(C)C.C(N(CC)CC)C.[BH4-].[Na+].Cl, predict the reaction product. The product is: [CH:1]1([C:7]2[CH:8]=[CH:9][C:10]([CH2:11][OH:12])=[CH:14][CH:15]=2)[CH2:2][CH2:3][CH2:4][CH2:5][CH2:6]1. (6) Given the reactants [CH2:1]([N:8]1[CH2:17][CH2:16][C:15]2[C:10](=[N:11][C:12](Cl)=[C:13]([N:18]3[CH2:23][CH2:22][CH:21]([O:24][C:25]4[CH:30]=[CH:29][C:28]([F:31])=[CH:27][C:26]=4[F:32])[CH2:20][CH2:19]3)[N:14]=2)[CH2:9]1)[C:2]1[CH:7]=[CH:6][CH:5]=[CH:4][CH:3]=1.[F:34][CH:35]([F:38])[CH2:36][NH2:37].CC(C)([O-])C.[Na+].C1C=CC(P(C2C(C3C(P(C4C=CC=CC=4)C4C=CC=CC=4)=CC=C4C=3C=CC=C4)=C3C(C=CC=C3)=CC=2)C2C=CC=CC=2)=CC=1, predict the reaction product. The product is: [CH2:1]([N:8]1[CH2:17][CH2:16][C:15]2[C:10](=[N:11][C:12]([NH:37][CH2:36][CH:35]([F:38])[F:34])=[C:13]([N:18]3[CH2:23][CH2:22][CH:21]([O:24][C:25]4[CH:30]=[CH:29][C:28]([F:31])=[CH:27][C:26]=4[F:32])[CH2:20][CH2:19]3)[N:14]=2)[CH2:9]1)[C:2]1[CH:7]=[CH:6][CH:5]=[CH:4][CH:3]=1. (7) Given the reactants [Cl-].[Al+3].[Cl-].[Cl-].[C:5]1([CH2:11][CH2:12][CH2:13][CH2:14][CH2:15][CH2:16][CH2:17][CH3:18])[CH:10]=[CH:9][CH:8]=[CH:7][CH:6]=1.[Br:19][CH2:20][C:21](Br)=[O:22], predict the reaction product. The product is: [Br:19][CH2:20][C:21]([C:8]1[CH:9]=[CH:10][C:5]([CH2:11][CH2:12][CH2:13][CH2:14][CH2:15][CH2:16][CH2:17][CH3:18])=[CH:6][CH:7]=1)=[O:22].